Dataset: Forward reaction prediction with 1.9M reactions from USPTO patents (1976-2016). Task: Predict the product of the given reaction. (1) Given the reactants [CH2:1]([CH:4]([CH2:15][CH:16]=[CH2:17])[CH2:5][O:6][SiH2:7][C:8]1[CH:13]=[CH:12][C:11](I)=[CH:10][CH:9]=1)[CH:2]=[CH2:3].C([Mg]Cl)(C)C.C(C(CC=C)CO[SiH2]C1C=CC([Mg]Cl)=CC=1)C=C.[CH3:41][Sn:42](Cl)([CH3:44])[CH3:43], predict the reaction product. The product is: [CH2:1]([CH:4]([CH2:15][CH:16]=[CH2:17])[CH2:5][O:6][SiH2:7][C:8]1[CH:13]=[CH:12][C:11]([Sn:42]([CH3:44])([CH3:43])[CH3:41])=[CH:10][CH:9]=1)[CH:2]=[CH2:3]. (2) Given the reactants [CH:1]([C:3]1[CH:8]=[C:7]([CH3:9])[N:6]=[C:5]([O:10][C@@H:11]([C:16]([O:29][CH3:30])([C:23]2[CH:28]=[CH:27][CH:26]=[CH:25][CH:24]=2)[C:17]2[CH:22]=[CH:21][CH:20]=[CH:19][CH:18]=2)[C:12]([O:14][CH3:15])=[O:13])[N:4]=1)=[O:2].[BH4-].[Na+], predict the reaction product. The product is: [OH:2][CH2:1][C:3]1[CH:8]=[C:7]([CH3:9])[N:6]=[C:5]([O:10][C@@H:11]([C:16]([O:29][CH3:30])([C:23]2[CH:24]=[CH:25][CH:26]=[CH:27][CH:28]=2)[C:17]2[CH:18]=[CH:19][CH:20]=[CH:21][CH:22]=2)[C:12]([O:14][CH3:15])=[O:13])[N:4]=1.